This data is from Reaction yield outcomes from USPTO patents with 853,638 reactions. The task is: Predict the reaction yield, written as a fraction of the theoretical maximum amount of product (1.0 means a 100% yield; for example, 0.34 means a 34% yield). (1) The reactants are [CH3:1][C:2]1[NH:3][CH:4]=[C:5]([C:7]#[N:8])[N:6]=1.[I:9]N1C(=O)CCC1=O. The catalyst is C(#N)C. The product is [I:9][C:4]1[NH:3][C:2]([CH3:1])=[N:6][C:5]=1[C:7]#[N:8]. The yield is 0.550. (2) The reactants are [CH3:1][O:2][C:3](=[O:30])[CH:4]([N:8]([CH2:27][CH:28]=[CH2:29])[S:9]([C:12]1[CH:17]=[CH:16][C:15]([O:18][CH2:19][C:20]2[CH:25]=[CH:24][C:23]([F:26])=[CH:22][CH:21]=2)=[CH:14][CH:13]=1)(=O)=O)[CH:5]([OH:7])[CH3:6].C(=O)(O)[O-:32].[Na+].ClC1C=C(C=CC=1)C(OO)=O.C(OCC)C. The catalyst is ClCCl.C(OCC)(=O)C. The product is [CH3:1][O:2][C:3](=[O:30])[CH:4]([N:8]([S:9][C:12]1[CH:17]=[CH:16][C:15]([O:18][CH2:19][C:20]2[CH:25]=[CH:24][C:23]([F:26])=[CH:22][CH:21]=2)=[CH:14][CH:13]=1)[CH2:27][CH:28]1[CH2:29][O:32]1)[CH:5]([OH:7])[CH3:6]. The yield is 0.790. (3) The reactants are [CH3:1][O:2][C:3]1[CH:4]=[C:5]([CH:14]=[CH:15][C:16]=1[N+:17]([O-:19])=[O:18])[O:6][C:7]1[CH:12]=[CH:11][N:10]=[C:9]([NH2:13])[CH:8]=1.CCN(C(C)C)C(C)C.[CH3:29][O:30][CH2:31][C:32](Cl)=[O:33].N. The catalyst is C(Cl)Cl.CO. The product is [CH3:29][O:30][CH2:31][C:32]([NH:13][C:9]1[CH:8]=[C:7]([O:6][C:5]2[CH:14]=[CH:15][C:16]([N+:17]([O-:19])=[O:18])=[C:3]([O:2][CH3:1])[CH:4]=2)[CH:12]=[CH:11][N:10]=1)=[O:33]. The yield is 0.750. (4) The reactants are Br[C:2]1[CH:8]=[CH:7][C:6]([F:9])=[CH:5][C:3]=1[NH2:4].C1(C)C=CC=CC=1P(C1C=CC=CC=1C)C1C=CC=CC=1C.[C:32]([O:36][CH3:37])(=[O:35])[CH:33]=[CH2:34].C(N(CC)CC)C. The catalyst is C(#N)C.CCOC(C)=O.C([O-])(=O)C.[Pd+2].C([O-])(=O)C. The product is [NH2:4][C:3]1[CH:5]=[C:6]([F:9])[CH:7]=[CH:8][C:2]=1/[CH:34]=[CH:33]/[C:32]([O:36][CH3:37])=[O:35]. The yield is 0.510. (5) The reactants are [H-].[Na+].[N:3]1[CH:8]=[CH:7][CH:6]=[C:5]([OH:9])[CH:4]=1.Cl[C:11]1[CH:20]=[CH:19][C:18]2[C:13](=[C:14]([C:21]3[NH:29][C:28]4[CH2:27][CH2:26][NH:25][C:24](=[O:30])[C:23]=4[CH:22]=3)[CH:15]=[CH:16][CH:17]=2)[N:12]=1. No catalyst specified. The product is [N:3]1[CH:8]=[CH:7][CH:6]=[C:5]([O:9][C:11]2[CH:20]=[CH:19][C:18]3[C:13](=[C:14]([C:21]4[NH:29][C:28]5[CH2:27][CH2:26][NH:25][C:24](=[O:30])[C:23]=5[CH:22]=4)[CH:15]=[CH:16][CH:17]=3)[N:12]=2)[CH:4]=1. The yield is 0.273. (6) The reactants are [Cl:1][C:2]1[CH:7]=[CH:6][C:5]([C:8](=O)[CH2:9][C:10](=[O:15])[C:11]([F:14])([F:13])[F:12])=[CH:4][CH:3]=1.[C:17]([NH:25][NH2:26])(=O)[C:18]1[CH:23]=[CH:22][CH:21]=[N:20][CH:19]=1. The catalyst is C(O)C.C1(C)C=CC=CC=1. The product is [Cl:1][C:2]1[CH:7]=[CH:6][C:5]([C:8]2[CH2:9][C:10]([C:11]([F:14])([F:13])[F:12])([OH:15])[N:25]([CH2:17][C:18]3[CH:19]=[N:20][CH:21]=[CH:22][CH:23]=3)[N:26]=2)=[CH:4][CH:3]=1. The yield is 0.110. (7) The reactants are [OH-].[Na+].O.C([O:7][C:8]1[CH:13]=[CH:12][CH:11]=[CH:10][C:9]=1/[CH:14]=[C:15](/[C:17]1[CH:26]=[CH:25][C:24]2[C:19](=[CH:20][CH:21]=[CH:22][CH:23]=2)[N:18]=1)\[CH3:16])(=O)C.Cl. The catalyst is C(O)C. The product is [N:18]1[C:19]2[C:24](=[CH:23][CH:22]=[CH:21][CH:20]=2)[CH:25]=[CH:26][C:17]=1/[C:15](/[CH3:16])=[CH:14]/[C:9]1[CH:10]=[CH:11][CH:12]=[CH:13][C:8]=1[OH:7]. The yield is 0.710. (8) The reactants are F[C:2]1[CH:3]=[C:4]([CH3:11])[CH:5]=[CH:6][C:7]=1[N+:8]([O-:10])=[O:9].[CH3:12][C:13]1[CH:19]=[CH:18][C:16]([NH2:17])=[C:15]([O:20][CH2:21][CH2:22][CH:23]([CH3:25])[CH3:24])[CH:14]=1.[NH2:26][C:27]1[S:28][CH:29]=[CH:30][N:31]=1.CC(C)C[CH2:35][OH:36]. No catalyst specified. The product is [CH3:12][CH:13]([CH3:19])[CH2:14][CH2:15][O:20][C:2]1[CH:3]=[C:4]([CH3:11])[CH:5]=[CH:6][C:7]=1[N+:8]([O-:10])=[O:9].[CH3:12][C:13]1[CH:19]=[CH:18][C:16]([NH:17][C:35]([NH:26][C:27]2[S:28][CH:29]=[CH:30][N:31]=2)=[O:36])=[C:15]([O:20][CH2:21][CH2:22][CH:23]([CH3:25])[CH3:24])[CH:14]=1. The yield is 0.800. (9) The reactants are [Cl:1][C:2]1[N:7]=[CH:6][N:5]=[C:4]([NH:8][C:9]2[CH:10]=[C:11](CS(N)(=O)=O)[CH:12]=[CH:13][CH:14]=2)[N:3]=1.ClC1N=C(Cl)N=CN=1.NC1C=C([S:35]([NH2:38])(=[O:37])=[O:36])C=CC=1. No catalyst specified. The product is [Cl:1][C:2]1[N:7]=[CH:6][N:5]=[C:4]([NH:8][C:9]2[CH:10]=[C:11]([S:35]([NH2:38])(=[O:37])=[O:36])[CH:12]=[CH:13][CH:14]=2)[N:3]=1. The yield is 0.350. (10) The reactants are Cl[C:2]1[CH:7]=[C:6]([C:8]2C=CC(F)=CC=2)C=C[N:3]=1.N[C:16]1[N:20]([CH3:21])[C:19]2[CH:22]=[CH:23][CH:24]=[CH:25][C:18]=2[N:17]=1.C[C:27]1(C)[C:53]2[C:48](=[C:49](P(C3C=CC=CC=3)C3C=CC=CC=3)[CH:50]=[CH:51][CH:52]=2)[O:47][C:29]2[C:30](P(C3C=CC=CC=3)C3C=CC=CC=3)=CC=CC1=2.C([O-])([O-])=[O:69].[Cs+].[Cs+].[OH2:74]. The catalyst is O1CCOCC1.C1C=CC(/C=C/C(/C=C/C2C=CC=CC=2)=O)=CC=1.C1C=CC(/C=C/C(/C=C/C2C=CC=CC=2)=O)=CC=1.C1C=CC(/C=C/C(/C=C/C2C=CC=CC=2)=O)=CC=1.[Pd].[Pd]. The product is [O:74]1[C:25]2[CH:24]=[CH:23][CH:22]=[CH:19][C:18]=2[N:17]=[C:16]1[N:20]([C:21]1[CH:8]=[CH:6][CH:7]=[CH:2][N:3]=1)[CH2:27][CH2:53][CH2:52][CH2:51][CH2:50][CH2:49][C:48]([O:47][CH2:29][CH3:30])=[O:69]. The yield is 0.350.